From a dataset of TCR-epitope binding with 47,182 pairs between 192 epitopes and 23,139 TCRs. Binary Classification. Given a T-cell receptor sequence (or CDR3 region) and an epitope sequence, predict whether binding occurs between them. (1) The epitope is IVTDFSVIK. The TCR CDR3 sequence is CASSPAGGTDTQYF. Result: 1 (the TCR binds to the epitope). (2) The epitope is LSDDAVVCFNSTY. The TCR CDR3 sequence is CASSYSSDTQYF. Result: 1 (the TCR binds to the epitope). (3) The epitope is LLFNKVTLA. The TCR CDR3 sequence is CASSSDQGDTQYF. Result: 1 (the TCR binds to the epitope). (4) The epitope is FPRPWLHGL. The TCR CDR3 sequence is CASSLWPGASNEQFF. Result: 1 (the TCR binds to the epitope). (5) The epitope is RQLLFVVEV. The TCR CDR3 sequence is CATSDLAGEAFF. Result: 0 (the TCR does not bind to the epitope).